Predict the product of the given reaction. From a dataset of Forward reaction prediction with 1.9M reactions from USPTO patents (1976-2016). (1) Given the reactants [CH2:1]([NH:3][C:4](=[O:24])[NH:5][C:6]1[N:11]=[CH:10][C:9](B(O)O)=[C:8]([C:15]2[S:16][CH:17]=[C:18]([C:20]([F:23])([F:22])[F:21])[N:19]=2)[CH:7]=1)[CH3:2].C(NC(NC1C=C(C2SC=C(C(F)(F)F)N=2)C(B2OC(C)(C)C(C)(C)O2)=CN=1)=O)C.[F:55][C:56]1[CH:64]=[CH:63][C:62](I)=[CH:61][C:57]=1[C:58]([OH:60])=[O:59].C(=O)([O-])[O-].[Cs+].[Cs+].Cl, predict the reaction product. The product is: [CH2:1]([NH:3][C:4](=[O:24])[NH:5][C:6]1[N:11]=[CH:10][C:9]([C:62]2[CH:63]=[CH:64][C:56]([F:55])=[C:57]([CH:61]=2)[C:58]([OH:60])=[O:59])=[C:8]([C:15]2[S:16][CH:17]=[C:18]([C:20]([F:23])([F:22])[F:21])[N:19]=2)[CH:7]=1)[CH3:2]. (2) Given the reactants [C:1]([C:5]1[N:14]=[C:13](Cl)[C:12]2[C:7](=[CH:8][CH:9]=[C:10]([I:16])[CH:11]=2)[N:6]=1)([CH3:4])([CH3:3])[CH3:2].[CH:17]1([NH2:20])[CH2:19][CH2:18]1.C(Cl)(Cl)Cl, predict the reaction product. The product is: [C:1]([C:5]1[N:14]=[C:13]([NH:20][CH:17]2[CH2:19][CH2:18]2)[C:12]2[C:7](=[CH:8][CH:9]=[C:10]([I:16])[CH:11]=2)[N:6]=1)([CH3:4])([CH3:3])[CH3:2]. (3) Given the reactants [N+:1]([C:4]1[CH:5]=[C:6]([OH:10])[CH:7]=[CH:8][CH:9]=1)([O-:3])=[O:2].[CH:11]1([O:16][C:17](=[O:30])[C@@H:18]([NH:22][C:23]([O:25][C:26]([CH3:29])([CH3:28])[CH3:27])=[O:24])[CH2:19][CH2:20]O)[CH2:15][CH2:14][CH2:13][CH2:12]1.C1(P(C2C=CC=CC=2)C2C=CC=CC=2)C=CC=CC=1.CC(OC(/N=N/C(OC(C)C)=O)=O)C, predict the reaction product. The product is: [CH:11]1([O:16][C:17](=[O:30])[C@@H:18]([NH:22][C:23]([O:25][C:26]([CH3:29])([CH3:28])[CH3:27])=[O:24])[CH2:19][CH2:20][O:10][C:6]2[CH:7]=[CH:8][CH:9]=[C:4]([N+:1]([O-:3])=[O:2])[CH:5]=2)[CH2:12][CH2:13][CH2:14][CH2:15]1. (4) The product is: [CH2:13]([N:1]1[C:9]2[C:4](=[CH:5][CH:6]=[CH:7][CH:8]=2)[C:3]([CH2:10][C:11]#[N:12])=[CH:2]1)[C:14]1[CH:19]=[CH:18][CH:17]=[CH:16][CH:15]=1. Given the reactants [NH:1]1[C:9]2[C:4](=[CH:5][CH:6]=[CH:7][CH:8]=2)[C:3]([CH2:10][C:11]#[N:12])=[CH:2]1.[CH2:13](Br)[C:14]1[CH:19]=[CH:18][CH:17]=[CH:16][CH:15]=1.[OH-].[Na+].O, predict the reaction product. (5) Given the reactants Cl[CH2:2][C:3]1[CH:11]=[CH:10][C:6]([C:7](Cl)=[O:8])=[CH:5][CH:4]=1.[CH2:12]([OH:18])[CH2:13][CH2:14][CH2:15][C:16]#[CH:17].[C:19]([N:26]1CCC(N)C[CH2:27]1)([O:21][C:22]([CH3:25])([CH3:24])[CH3:23])=[O:20].C([N:35]([CH2:38][CH3:39])[CH2:36][CH3:37])C, predict the reaction product. The product is: [C:22]([O:21][C:19]([NH:26][CH:27]1[CH2:37][CH2:36][N:35]([CH2:2][C:3]2[CH:11]=[CH:10][C:6]([C:7]([O:18][CH2:12][CH2:13][CH2:14][CH2:15][C:16]#[CH:17])=[O:8])=[CH:5][CH:4]=2)[CH2:38][CH2:39]1)=[O:20])([CH3:25])([CH3:24])[CH3:23].